Dataset: Forward reaction prediction with 1.9M reactions from USPTO patents (1976-2016). Task: Predict the product of the given reaction. (1) Given the reactants [OH:1][C:2]1[CH:3]=[C:4]([C:13]2[N:14]=[C:15]3[C:21]([C:22](=[O:27])[C:23]([CH3:26])([CH3:25])[CH3:24])=[CH:20][N:19]([CH2:28][O:29][CH2:30][CH2:31][Si:32]([CH3:35])([CH3:34])[CH3:33])[C:16]3=[N:17][CH:18]=2)[CH:5]=[C:6]([N:8]2[CH2:12][CH2:11][CH2:10][CH2:9]2)[CH:7]=1.[CH3:36][S:37][CH2:38][CH2:39]O.C1(P(C2C=CC=CC=2)C2C=CC=CC=2)C=CC=CC=1.N(C(OC(C)C)=O)=NC(OC(C)C)=O, predict the reaction product. The product is: [CH3:25][C:23]([CH3:26])([CH3:24])[C:22]([C:21]1[C:15]2[C:16](=[N:17][CH:18]=[C:13]([C:4]3[CH:5]=[C:6]([N:8]4[CH2:12][CH2:11][CH2:10][CH2:9]4)[CH:7]=[C:2]([O:1][CH2:39][CH2:38][S:37][CH3:36])[CH:3]=3)[N:14]=2)[N:19]([CH2:28][O:29][CH2:30][CH2:31][Si:32]([CH3:35])([CH3:34])[CH3:33])[CH:20]=1)=[O:27]. (2) Given the reactants [Br:1][C:2]1[CH:10]=[CH:9][C:5]([C:6]([OH:8])=[O:7])=[C:4]([F:11])[CH:3]=1.[CH3:12][CH2:13]N=C=NCCCN(C)C.CCO, predict the reaction product. The product is: [Br:1][C:2]1[CH:10]=[CH:9][C:5]([C:6]([O:8][CH2:12][CH3:13])=[O:7])=[C:4]([F:11])[CH:3]=1. (3) Given the reactants [Cl:1][CH2:2][CH2:3][NH:4][C:5]([NH:7][C:8]1[CH:13]=[CH:12][CH:11]=[CH:10][C:9]=1[C@H:14]1[C:23]2[C:18](=[C:19]([Cl:25])[CH:20]=[C:21]([Cl:24])[CH:22]=2)[CH2:17][N:16]([CH3:26])[CH2:15]1)=[O:6].C(=O)([O-])[O-].[K+].[K+], predict the reaction product. The product is: [ClH:1].[Cl:24][C:21]1[CH:22]=[C:23]2[C:18](=[C:19]([Cl:25])[CH:20]=1)[CH2:17][N:16]([CH3:26])[CH2:15][C@H:14]2[C:9]1[CH:10]=[CH:11][CH:12]=[CH:13][C:8]=1[N:7]1[CH2:2][CH2:3][NH:4][C:5]1=[O:6]. (4) Given the reactants [O:1]=[C:2]1[CH2:6][S:5][C:4](=[S:7])[N:3]1[NH:8][C:9]1[CH:17]=[CH:16][CH:15]=[CH:14][C:10]=1[C:11]([OH:13])=[O:12].[N:18]1([C:24]2[CH:29]=[CH:28][C:27]([C:30]3[O:34][C:33]([CH:35]=O)=[CH:32][CH:31]=3)=[CH:26][CH:25]=2)[CH2:23][CH2:22][O:21][CH2:20][CH2:19]1.C(O)(=O)C.C(O)(=O)C.C(N)CN.S([O-])(O)=O.[Na+], predict the reaction product. The product is: [N:18]1([C:24]2[CH:25]=[CH:26][C:27]([C:30]3[O:34][C:33](/[CH:35]=[C:6]4\[C:2](=[O:1])[N:3]([NH:8][C:9]5[CH:17]=[CH:16][CH:15]=[CH:14][C:10]=5[C:11]([OH:13])=[O:12])[C:4](=[S:7])[S:5]\4)=[CH:32][CH:31]=3)=[CH:28][CH:29]=2)[CH2:19][CH2:20][O:21][CH2:22][CH2:23]1. (5) Given the reactants [Cl:1][C:2]1[CH:3]=[C:4]2[C:8](=[CH:9][CH:10]=1)[NH:7][C:6]([CH2:11][OH:12])=[CH:5]2.N1C=CN=C1.[C:18]([Si:22](Cl)([CH3:24])[CH3:23])([CH3:21])([CH3:20])[CH3:19], predict the reaction product. The product is: [Si:22]([O:12][CH2:11][C:6]1[NH:7][C:8]2[C:4]([CH:5]=1)=[CH:3][C:2]([Cl:1])=[CH:10][CH:9]=2)([C:18]([CH3:21])([CH3:20])[CH3:19])([CH3:24])[CH3:23].